Dataset: Forward reaction prediction with 1.9M reactions from USPTO patents (1976-2016). Task: Predict the product of the given reaction. (1) Given the reactants Br[C:2]1C=CC(C=C)=C(C)[CH:3]=1.[Br:11][C:12]1[CH:13]=[C:14]([CH2:21][CH3:22])[C:15](I)=[C:16]([CH2:18][CH3:19])[CH:17]=1.C[Si](C)(C)C=C, predict the reaction product. The product is: [Br:11][C:12]1[CH:13]=[C:14]([CH2:21][CH3:22])[C:15]([CH:2]=[CH2:3])=[C:16]([CH2:18][CH3:19])[CH:17]=1. (2) Given the reactants [C:1]12([CH2:11][C:12]([NH:14][C:15]3[C:24]([CH3:25])=[CH:23][CH:22]=[C:21]4[C:16]=3[CH:17]=[CH:18][C:19](Cl)=[N:20]4)=[O:13])[CH2:10][CH:5]3[CH2:6][CH:7]([CH2:9][CH:3]([CH2:4]3)[CH2:2]1)[CH2:8]2.[C:27](=[O:30])([O-])[O-:28].[K+].[K+].[NH2:33][CH2:34][CH2:35][NH:36][CH2:37][CH2:38][OH:39], predict the reaction product. The product is: [C:1]12([CH2:11][C:12]([NH:14][C:15]3[C:24]([CH3:25])=[CH:23][CH:22]=[C:21]4[C:16]=3[CH:17]=[CH:18][C:19]([NH:33][CH2:34][CH2:35][N:36]([CH2:37][CH2:38][OH:39])[C:27](=[O:30])[O:28][C:1]([CH3:10])([CH3:8])[CH3:2])=[N:20]4)=[O:13])[CH2:10][CH:5]3[CH2:6][CH:7]([CH2:9][CH:3]([CH2:4]3)[CH2:2]1)[CH2:8]2. (3) Given the reactants [O:1]=[C:2]1[N:6]([C@@H:7]([C:9]2[CH:14]=[CH:13][CH:12]=[CH:11][CH:10]=2)[CH3:8])[CH2:5][C@H:4]([C:15]([NH2:17])=O)[CH2:3]1.C([O-])(O)=O.[Na+].FC(F)(F)C(OC(=O)C(F)(F)F)=O, predict the reaction product. The product is: [O:1]=[C:2]1[N:6]([C@@H:7]([C:9]2[CH:10]=[CH:11][CH:12]=[CH:13][CH:14]=2)[CH3:8])[CH2:5][C@H:4]([C:15]#[N:17])[CH2:3]1. (4) Given the reactants [CH3:1][O:2][C:3]1[CH:4]=[C:5]([CH:21]=[CH:22][C:23]=1[O:24][CH3:25])[CH2:6][CH:7]1[C:16]2[C:11](=[C:12]([O:19][CH3:20])[CH:13]=[CH:14][C:15]=2[O:17][CH3:18])[CH2:10][CH2:9][NH:8]1.Br[CH2:27][C:28](Br)=[O:29].[NH2:31][C:32]1[S:33][CH:34]=[N:35][N:36]=1, predict the reaction product. The product is: [CH3:1][O:2][C:3]1[CH:4]=[C:5]([CH:21]=[CH:22][C:23]=1[O:24][CH3:25])[CH2:6][CH:7]1[C:16]2[C:11](=[C:12]([O:19][CH3:20])[CH:13]=[CH:14][C:15]=2[O:17][CH3:18])[CH2:10][CH2:9][N:8]1[CH2:27][C:28]([NH:31][C:32]1[S:33][CH:34]=[N:35][N:36]=1)=[O:29]. (5) Given the reactants [Si]([O:8][CH2:9][CH2:10][O:11][C:12]1[CH:17]=[CH:16][C:15]([CH:18]2[O:22][C:21](=O)[N:20](C)[CH2:19]2)=[CH:14][CH:13]=1)(C(C)(C)C)(C)C.[OH-].[K+], predict the reaction product. The product is: [OH:8][CH2:9][CH2:10][O:11][C:12]1[CH:17]=[CH:16][C:15]([CH:18]([OH:22])[CH2:19][NH:20][CH3:21])=[CH:14][CH:13]=1. (6) Given the reactants [Br:1][C:2]1[C:11]2[C:10]([CH3:13])([CH3:12])[CH2:9][CH:8]=[C:7]([CH:14]([CH3:16])[CH3:15])[C:6]=2[CH:5]=[C:4](/[C:17](/[CH3:25])=[C:18](/[F:24])\[C:19](OCC)=[O:20])[C:3]=1[O:26][CH:27]([CH3:29])[CH3:28].[H-].C([Al+]CC(C)C)C(C)C, predict the reaction product. The product is: [Br:1][C:2]1[C:11]2[C:10]([CH3:13])([CH3:12])[CH2:9][CH:8]=[C:7]([CH:14]([CH3:16])[CH3:15])[C:6]=2[CH:5]=[C:4](/[C:17](/[CH3:25])=[C:18](/[F:24])\[CH2:19][OH:20])[C:3]=1[O:26][CH:27]([CH3:29])[CH3:28]. (7) Given the reactants [NH2:1][C:2]1[CH:3]=[C:4]([NH:8][C:9]2[CH:14]=[C:13]([CH3:15])[N:12]=[C:11]([NH2:16])[N:10]=2)[CH:5]=[CH:6][CH:7]=1.N1C=CC=CC=1.[N+:23]([C:26]1[CH:34]=[CH:33][C:29]([C:30](Cl)=[O:31])=[CH:28][CH:27]=1)([O-:25])=[O:24].N, predict the reaction product. The product is: [NH2:16][C:11]1[N:10]=[C:9]([NH:8][C:4]2[CH:3]=[C:2]([NH:1][C:30](=[O:31])[C:29]3[CH:28]=[CH:27][C:26]([N+:23]([O-:25])=[O:24])=[CH:34][CH:33]=3)[CH:7]=[CH:6][CH:5]=2)[CH:14]=[C:13]([CH3:15])[N:12]=1. (8) Given the reactants [C:1]([O:5][C:6]([N:8]1[CH2:12][C@H:11]([OH:13])[CH2:10][C@H:9]1[C:14]([OH:16])=[O:15])=[O:7])([CH3:4])([CH3:3])[CH3:2].[O-2].[O-2].[O-2].[Cr+6].S(=O)(=O)(O)O.[Cr:26]([OH:30])([OH:29])(=[O:28])=[O:27], predict the reaction product. The product is: [Cr:26]([OH:30])([OH:29])(=[O:28])=[O:27].[C:1]([O:5][C:6]([N:8]1[CH2:12][C:11](=[O:13])[CH2:10][C@H:9]1[C:14]([OH:16])=[O:15])=[O:7])([CH3:4])([CH3:2])[CH3:3]. (9) Given the reactants [C:1]([O:5][C:6]([N:8]1[CH2:13][CH2:12][CH:11]([N:14]2[C:22](=[O:23])[C:21]3[C:16](=[CH:17][C:18]([O:27][CH:28]([CH3:30])[CH3:29])=[C:19]([N+:24]([O-:26])=[O:25])[CH:20]=3)[CH:15]2[OH:31])[CH2:10][CH2:9]1)=[O:7])([CH3:4])([CH3:3])[CH3:2].[Cr](O[Cr]([O-])(=O)=O)([O-])(=O)=O.O, predict the reaction product. The product is: [C:1]([O:5][C:6]([N:8]1[CH2:9][CH2:10][CH:11]([N:14]2[C:15](=[O:31])[C:16]3[C:21](=[CH:20][C:19]([N+:24]([O-:26])=[O:25])=[C:18]([O:27][CH:28]([CH3:29])[CH3:30])[CH:17]=3)[C:22]2=[O:23])[CH2:12][CH2:13]1)=[O:7])([CH3:3])([CH3:4])[CH3:2]. (10) Given the reactants [Cl:1][C:2]1[CH:7]=[C:6]([OH:8])[CH:5]=[CH:4][C:3]=1[C:9]1[N:13]=[C:12]([C:14]2[CH:15]=[CH:16][C:17]([O:22][CH:23]([CH3:25])[CH3:24])=[C:18]([CH:21]=2)[C:19]#[N:20])[O:11][N:10]=1.Br[CH2:27][C:28]([O:30][CH2:31][CH3:32])=[O:29].C(=O)([O-])[O-].[K+].[K+].O, predict the reaction product. The product is: [Cl:1][C:2]1[CH:7]=[C:6]([O:8][CH2:27][C:28]([O:30][CH2:31][CH3:32])=[O:29])[CH:5]=[CH:4][C:3]=1[C:9]1[N:13]=[C:12]([C:14]2[CH:15]=[CH:16][C:17]([O:22][CH:23]([CH3:25])[CH3:24])=[C:18]([C:19]#[N:20])[CH:21]=2)[O:11][N:10]=1.